Task: Predict the reaction yield, written as a fraction of the theoretical maximum amount of product (1.0 means a 100% yield; for example, 0.34 means a 34% yield).. Dataset: Reaction yield outcomes from USPTO patents with 853,638 reactions (1) The reactants are [CH2:1]([O:3][P:4](/[CH:9]=[CH:10]/[C:11]1[C:12]([O:22][CH2:23][C:24]2[CH:47]=[CH:46][C:27]([O:28][CH2:29][C:30]3[N:31]=[C:32]([C:36]4[S:40][C:39]([C:41]([O:43]CC)=[O:42])=[CH:38][CH:37]=4)[O:33][C:34]=3[CH3:35])=[C:26]([O:48][CH3:49])[CH:25]=2)=[N:13][N:14]([C:16]2[CH:21]=[CH:20][CH:19]=[CH:18][CH:17]=2)[CH:15]=1)([O:6][CH2:7][CH3:8])=[O:5])[CH3:2].O1CCCC1.[OH-].[Na+].Cl. The catalyst is O.C(O)C. The yield is 0.250. The product is [CH2:7]([O:6][P:4](/[CH:9]=[CH:10]/[C:11]1[C:12]([O:22][CH2:23][C:24]2[CH:47]=[CH:46][C:27]([O:28][CH2:29][C:30]3[N:31]=[C:32]([C:36]4[S:40][C:39]([C:41]([OH:43])=[O:42])=[CH:38][CH:37]=4)[O:33][C:34]=3[CH3:35])=[C:26]([O:48][CH3:49])[CH:25]=2)=[N:13][N:14]([C:16]2[CH:21]=[CH:20][CH:19]=[CH:18][CH:17]=2)[CH:15]=1)([O:3][CH2:1][CH3:2])=[O:5])[CH3:8]. (2) The product is [Cl:1][C:2]1[C:7]([C:16]([OH:18])=[O:17])=[C:6]([O:8][CH3:9])[CH:5]=[C:4]([Cl:10])[N:3]=1. The catalyst is C1COCC1. The reactants are [Cl:1][C:2]1[CH:7]=[C:6]([O:8][CH3:9])[CH:5]=[C:4]([Cl:10])[N:3]=1.C([Li])CCC.[C:16](=[O:18])=[O:17].Cl. The yield is 0.700.